From a dataset of NCI-60 drug combinations with 297,098 pairs across 59 cell lines. Regression. Given two drug SMILES strings and cell line genomic features, predict the synergy score measuring deviation from expected non-interaction effect. Drug 1: CS(=O)(=O)OCCCCOS(=O)(=O)C. Drug 2: C1=NNC2=C1C(=O)NC=N2. Cell line: CAKI-1. Synergy scores: CSS=9.55, Synergy_ZIP=-0.115, Synergy_Bliss=8.54, Synergy_Loewe=1.11, Synergy_HSA=3.36.